Binary Classification. Given a T-cell receptor sequence (or CDR3 region) and an epitope sequence, predict whether binding occurs between them. From a dataset of TCR-epitope binding with 47,182 pairs between 192 epitopes and 23,139 TCRs. (1) The epitope is LEPLVDLPI. The TCR CDR3 sequence is CASSLVGGANTGELFF. Result: 1 (the TCR binds to the epitope). (2) The epitope is KMKDLSPRW. The TCR CDR3 sequence is CASSPPSERNEQFF. Result: 0 (the TCR does not bind to the epitope). (3) The epitope is RISNCVADY. The TCR CDR3 sequence is RASSLDFGLGEYEQYF. Result: 0 (the TCR does not bind to the epitope). (4) The TCR CDR3 sequence is CASSKTLYTDTQYF. Result: 0 (the TCR does not bind to the epitope). The epitope is KPLEFGATSAAL.